From a dataset of Reaction yield outcomes from USPTO patents with 853,638 reactions. Predict the reaction yield, written as a fraction of the theoretical maximum amount of product (1.0 means a 100% yield; for example, 0.34 means a 34% yield). (1) The reactants are [C:1]([C:3]1[CH:4]=[C:5]([CH:38]=[CH:39][CH:40]=1)[CH2:6][N:7]([CH:17]1[CH2:22][CH2:21][N:20]([CH:23]([CH3:37])[CH2:24][CH2:25][NH:26][C:27]([C:29]2[C:30]([CH3:36])=[N:31][CH:32]=[N:33][C:34]=2[CH3:35])=[O:28])[CH2:19][CH2:18]1)[C:8]1[CH:16]=[CH:15][C:11]([C:12](O)=[O:13])=[CH:10][CH:9]=1)#[N:2].[NH:41]1[CH2:46][CH2:45][NH:44][CH2:43][CH2:42]1. No catalyst specified. The product is [C:1]([C:3]1[CH:4]=[C:5]([CH:38]=[CH:39][CH:40]=1)[CH2:6][N:7]([C:8]1[CH:16]=[CH:15][C:11]([C:12]([N:41]2[CH2:46][CH2:45][NH:44][CH2:43][CH2:42]2)=[O:13])=[CH:10][CH:9]=1)[CH:17]1[CH2:18][CH2:19][N:20]([CH:23]([CH3:37])[CH2:24][CH2:25][NH:26][C:27]([C:29]2[C:34]([CH3:35])=[N:33][CH:32]=[N:31][C:30]=2[CH3:36])=[O:28])[CH2:21][CH2:22]1)#[N:2]. The yield is 0.310. (2) The reactants are [CH3:1][CH:2]([N:4]1[C:12]([CH:13]=[CH:14][CH:15]([OH:27])[CH2:16][CH:17]([OH:26])[CH2:18][C:19]([O:21]C(C)(C)C)=[O:20])=[C:11]([C:28]2[CH:33]=[CH:32][C:31]([F:34])=[CH:30][CH:29]=2)[C:10]2[C:5]1=[CH:6][CH:7]=[CH:8][CH:9]=2)[CH3:3].[OH-].[Na+:36]. The catalyst is CCO. The product is [CH3:3][CH:2]([N:4]1[C:12](/[CH:13]=[CH:14]/[CH:15]([OH:27])[CH2:16][CH:17]([OH:26])[CH2:18][C:19]([O-:21])=[O:20])=[C:11]([C:28]2[CH:29]=[CH:30][C:31]([F:34])=[CH:32][CH:33]=2)[C:10]2[CH:9]=[CH:8][CH:7]=[CH:6][C:5]1=2)[CH3:1].[Na+:36]. The yield is 0.620. (3) The reactants are [F:1][C:2]1[C:3]([OH:11])=[C:4]([CH:8]=[CH:9][CH:10]=1)[C:5]([OH:7])=[O:6].S(Cl)(Cl)=O.[CH3:16]O. No catalyst specified. The product is [F:1][C:2]1[C:3]([OH:11])=[C:4]([CH:8]=[CH:9][CH:10]=1)[C:5]([O:7][CH3:16])=[O:6]. The yield is 0.940. (4) The reactants are CO[C:3](=[O:21])[C:4]1[CH:9]=[C:8]([C:10]2[CH:15]=[N:14][CH:13]=[CH:12][N:11]=2)[C:7]([C:16]([F:19])([F:18])[F:17])=[CH:6][C:5]=1[NH2:20].ClC([O:25][C:26]1C=CC(Cl)=CC=1)=O.[CH3:33][S:34]([NH:37][NH2:38])(=[O:36])=[O:35].CCN(C(C)C)C(C)C. The catalyst is O1CCOCC1. The product is [O:25]=[C:26]1[N:38]([NH:37][S:34]([CH3:33])(=[O:36])=[O:35])[C:3](=[O:21])[C:4]2[C:5](=[CH:6][C:7]([C:16]([F:17])([F:18])[F:19])=[C:8]([C:10]3[CH:15]=[N:14][CH:13]=[CH:12][N:11]=3)[CH:9]=2)[NH:20]1. The yield is 0.760.